From a dataset of Full USPTO retrosynthesis dataset with 1.9M reactions from patents (1976-2016). Predict the reactants needed to synthesize the given product. (1) Given the product [OH:27][CH2:26][CH:25]1[CH:24]2[CH:20]1[CH2:21][N:22]([C:17](=[O:19])[CH2:16][C:13]1[CH:12]=[CH:11][C:10]([N:5]3[CH:9]=[N:8][N:7]=[N:6]3)=[CH:15][CH:14]=1)[CH2:23]2, predict the reactants needed to synthesize it. The reactants are: C(Cl)CCl.[N:5]1([C:10]2[CH:15]=[CH:14][C:13]([CH2:16][C:17]([OH:19])=O)=[CH:12][CH:11]=2)[CH:9]=[N:8][N:7]=[N:6]1.[CH:20]12[CH:25]([CH2:26][OH:27])[CH:24]1[CH2:23][NH:22][CH2:21]2.C(N(CC)CC)C. (2) Given the product [Br:1][C:2]1[C:3]([F:14])=[C:4]2[C:10]([NH2:11])=[CH:9][NH:8][C:5]2=[N:6][CH:7]=1, predict the reactants needed to synthesize it. The reactants are: [Br:1][C:2]1[C:3]([F:14])=[C:4]2[C:10]([N+:11]([O-])=O)=[CH:9][NH:8][C:5]2=[N:6][CH:7]=1.C([O-])([O-])=O.[Na+].[Na+]. (3) The reactants are: [Cl:1][C:2]1[CH:7]=[CH:6][C:5]([C:8]2[N:12](CC3C=CC(CCC(O)=O)=CC=3)[C:11]3[CH:25]=[C:26]([F:30])[C:27]([F:29])=[CH:28][C:10]=3[N:9]=2)=[C:4]([O:31][CH2:32]C2CCCC2)[CH:3]=1.ClC1C=CC(C2N(CC3C=C(C=CC=3)C(O)=O)C3C=C(F)C(F)=CC=3N=2)=C(OCC2CCCC2)C=1.[CH3:73][O:74][C:75](=[O:84])[C:76]1[CH:81]=[CH:80][C:79]([CH2:82]Br)=[CH:78][CH:77]=1. Given the product [CH3:73][O:74][C:75](=[O:84])[C:76]1[CH:81]=[CH:80][C:79]([CH2:82][N:12]2[C:11]3[CH:25]=[C:26]([F:30])[C:27]([F:29])=[CH:28][C:10]=3[N:9]=[C:8]2[C:5]2[CH:6]=[CH:7][C:2]([Cl:1])=[CH:3][C:4]=2[O:31][CH3:32])=[CH:78][CH:77]=1, predict the reactants needed to synthesize it. (4) Given the product [ClH:1].[Cl:1][C:2]1[CH:30]=[CH:29][CH:28]=[CH:27][C:3]=1[O:4][CH2:5][C:6]1[CH:11]=[CH:10][CH:9]=[C:8]([O:12][CH2:13][CH:14]2[CH2:15][CH2:16][NH:17][CH2:18][CH2:19]2)[CH:7]=1, predict the reactants needed to synthesize it. The reactants are: [Cl:1][C:2]1[CH:30]=[CH:29][CH:28]=[CH:27][C:3]=1[O:4][CH2:5][C:6]1[CH:11]=[CH:10][CH:9]=[C:8]([O:12][CH2:13][CH:14]2[CH2:19][CH2:18][N:17](C(OC(C)(C)C)=O)[CH2:16][CH2:15]2)[CH:7]=1.Cl.